From a dataset of Reaction yield outcomes from USPTO patents with 853,638 reactions. Predict the reaction yield, written as a fraction of the theoretical maximum amount of product (1.0 means a 100% yield; for example, 0.34 means a 34% yield). (1) The reactants are CO[C:3](=[O:8])[CH2:4][CH2:5][O:6][CH3:7].[Li+].C[Si]([N-][Si](C)(C)C)(C)C.[CH:19]1([NH:24][C:25]2[C:30]([CH:31]=O)=[CH:29][N:28]=[C:27]([S:33][CH3:34])[N:26]=2)[CH2:23][CH2:22][CH2:21][CH2:20]1. The catalyst is O1CCCC1.C(OCC)(=O)C.O. The product is [CH:19]1([N:24]2[C:25]3[N:26]=[C:27]([S:33][CH3:34])[N:28]=[CH:29][C:30]=3[CH:31]=[C:4]([CH2:5][O:6][CH3:7])[C:3]2=[O:8])[CH2:20][CH2:21][CH2:22][CH2:23]1. The yield is 0.241. (2) The reactants are [CH:1]([O:6][CH3:7])([O:4][CH3:5])OC.[OH:8][C:9]1[C:16]([C:17]([F:20])([F:19])[F:18])=[CH:15][CH:14]=[CH:13][C:10]=1C=O.C(=O)([O-])O.[Na+].C(N(C(C)C)CC)(C)C.[CH3:35][O:36][CH2:37]Cl. The catalyst is CO.C12(CS(O)(=O)=O)C(C)(C)C(CC1)CC2=O.O. The product is [CH3:7][O:6][CH:1]([O:4][CH3:5])[C:10]1[CH:13]=[CH:14][CH:15]=[C:16]([C:17]([F:18])([F:19])[F:20])[C:9]=1[O:8][CH2:35][O:36][CH3:37]. The yield is 0.930.